The task is: Predict the product of the given reaction.. This data is from Forward reaction prediction with 1.9M reactions from USPTO patents (1976-2016). (1) Given the reactants [CH2:1]([C@H:8]([NH:30][C:31](=[O:50])[C@H:32]([CH:47]([CH3:49])[CH3:48])[NH:33][C:34]([N:36]([CH2:38][C:39]1[N:40]=[C:41]([CH:44]([CH3:46])[CH3:45])[S:42][CH:43]=1)[CH3:37])=[O:35])[CH2:9][C@H:10]([OH:29])[C@@H:11]([NH:19][C:20]([O:22][CH2:23][C:24]1[S:28][CH:27]=[N:26][CH:25]=1)=[O:21])[CH2:12][C:13]1[CH:18]=[CH:17][CH:16]=[CH:15][CH:14]=1)[C:2]1[CH:7]=[CH:6][CH:5]=[CH:4][CH:3]=1.[C:51]([O:55][P:56]([O:63][CH2:64][C:65]([CH3:71])([CH3:70])[CH2:66][C:67](O)=[O:68])([O:58][C:59]([CH3:62])([CH3:61])[CH3:60])=[O:57])([CH3:54])([CH3:53])[CH3:52].CCN=C=NCCCN(C)C, predict the reaction product. The product is: [C:51]([O:55][P:56]([O:63][CH2:64][C:65]([CH3:71])([CH3:70])[CH2:66][C:67]([O:29][C@H:10]([C@@H:11]([NH:19][C:20]([O:22][CH2:23][C:24]1[S:28][CH:27]=[N:26][CH:25]=1)=[O:21])[CH2:12][C:13]1[CH:18]=[CH:17][CH:16]=[CH:15][CH:14]=1)[CH2:9][C@@H:8]([NH:30][C:31](=[O:50])[C@H:32]([CH:47]([CH3:49])[CH3:48])[NH:33][C:34]([N:36]([CH2:38][C:39]1[N:40]=[C:41]([CH:44]([CH3:45])[CH3:46])[S:42][CH:43]=1)[CH3:37])=[O:35])[CH2:1][C:2]1[CH:3]=[CH:4][CH:5]=[CH:6][CH:7]=1)=[O:68])([O:58][C:59]([CH3:60])([CH3:61])[CH3:62])=[O:57])([CH3:54])([CH3:53])[CH3:52]. (2) Given the reactants [O-]CC.[Na+].C([C:8]1[O:16][C:15]2[C:10](=[N:11][CH:12]=[CH:13][CH:14]=2)[CH:9]=1)(O)=O, predict the reaction product. The product is: [O:16]1[C:15]2[C:10](=[N:11][CH:12]=[CH:13][CH:14]=2)[CH:9]=[CH:8]1. (3) Given the reactants [CH3:1][O:2][C:3]1[CH:55]=[CH:54][CH:53]=[CH:52][C:4]=1[CH2:5][O:6][CH2:7][CH2:8][CH2:9][O:10][C:11]1[CH:16]=[CH:15][C:14]([CH:17]2[CH2:22][CH2:21][N:20]([C:23]([O:25][C:26]([CH3:29])([CH3:28])[CH3:27])=[O:24])[CH2:19][CH:18]2[O:30][CH2:31][CH:32]2[CH2:37][N:36](S(C3C=CC(C)=CC=3)(=O)=O)[C:35]3[CH:48]=[CH:49][CH:50]=[CH:51][C:34]=3[O:33]2)=[CH:13][CH:12]=1.[Mg], predict the reaction product. The product is: [O:33]1[C:34]2[CH:51]=[CH:50][CH:49]=[CH:48][C:35]=2[NH:36][CH2:37][CH:32]1[CH2:31][O:30][CH:18]1[CH:17]([C:14]2[CH:15]=[CH:16][C:11]([O:10][CH2:9][CH2:8][CH2:7][O:6][CH2:5][C:4]3[CH:52]=[CH:53][CH:54]=[CH:55][C:3]=3[O:2][CH3:1])=[CH:12][CH:13]=2)[CH2:22][CH2:21][N:20]([C:23]([O:25][C:26]([CH3:29])([CH3:28])[CH3:27])=[O:24])[CH2:19]1. (4) Given the reactants [C:1]1([C:7]2[C:8]([CH:17]([NH2:19])[CH3:18])=[N:9][C:10]3[C:15]([CH:16]=2)=[N:14][CH:13]=[CH:12][CH:11]=3)[CH:6]=[CH:5][CH:4]=[CH:3][CH:2]=1.[NH2:20][C:21]1[C:26]([C:27]#[N:28])=[C:25](Cl)[N:24]=[CH:23][N:22]=1.CCN(C(C)C)C(C)C, predict the reaction product. The product is: [NH2:20][C:21]1[C:26]([C:27]#[N:28])=[C:25]([NH:19][CH:17]([C:8]2[C:7]([C:1]3[CH:2]=[CH:3][CH:4]=[CH:5][CH:6]=3)=[CH:16][C:15]3[C:10](=[CH:11][CH:12]=[CH:13][N:14]=3)[N:9]=2)[CH3:18])[N:24]=[CH:23][N:22]=1. (5) Given the reactants [F:1][C:2]1[CH:9]=[CH:8][C:5]([CH:6]=O)=[CH:4][CH:3]=1.C([O-])(=O)C.[Na+].Cl.[NH2:16][OH:17], predict the reaction product. The product is: [F:1][C:2]1[CH:9]=[CH:8][C:5](/[CH:6]=[N:16]/[OH:17])=[CH:4][CH:3]=1. (6) Given the reactants [Cl:1][C:2]1[N:3]=[CH:4][NH:5][C:6]=1[Cl:7].[OH-:8].[K+].[Br:10][CH:11]([CH2:15][CH2:16][CH3:17])[C:12]([OH:14])=[O:13], predict the reaction product. The product is: [Br-:10].[C:12]([CH2:11][CH2:15][CH2:16][CH2:17][N:3]1[C:2]([Cl:1])=[C:6]([Cl:7])[N+:5]([CH2:17][CH2:16][CH2:15][CH2:11][C:12]([OH:13])=[O:8])=[CH:4]1)([OH:14])=[O:13]. (7) Given the reactants C(OC([N:8]1[CH2:17][CH2:16][C:15]2[C:11](=[C:12](OS(C(F)(F)F)(=O)=O)[N:13]([C:18]3[CH:23]=[CH:22][CH:21]=[CH:20][CH:19]=3)[N:14]=2)[CH2:10][CH2:9]1)=O)(C)(C)C.[CH3:32][O:33][C:34]1[CH:39]=[CH:38][C:37](B(O)O)=[CH:36][CH:35]=1, predict the reaction product. The product is: [CH3:32][O:33][C:34]1[CH:39]=[CH:38][C:37]([C:12]2[N:13]([C:18]3[CH:19]=[CH:20][CH:21]=[CH:22][CH:23]=3)[N:14]=[C:15]3[C:11]=2[CH2:10][CH2:9][NH:8][CH2:17][CH2:16]3)=[CH:36][CH:35]=1.